From a dataset of Reaction yield outcomes from USPTO patents with 853,638 reactions. Predict the reaction yield, written as a fraction of the theoretical maximum amount of product (1.0 means a 100% yield; for example, 0.34 means a 34% yield). (1) The yield is 0.510. The reactants are [CH3:1][C:2]1[CH:3]=[C:4]([CH:8]=[CH:9][C:10]=1[CH:11]([O:13][C:14]1[CH:19]=[CH:18][CH:17]=[CH:16][CH:15]=1)[CH3:12])[C:5]([OH:7])=O.Cl.C(N=C=NCCCN(C)C)C.ON1C2C=CC=CC=2N=N1.[NH2:42][CH2:43][C:44]1[C:45]([OH:52])=[N:46][C:47]([CH3:51])=[CH:48][C:49]=1[CH3:50]. The product is [OH:52][C:45]1[C:44]([CH2:43][NH:42][C:5](=[O:7])[C:4]2[CH:8]=[CH:9][C:10]([CH:11]([O:13][C:14]3[CH:19]=[CH:18][CH:17]=[CH:16][CH:15]=3)[CH3:12])=[C:2]([CH3:1])[CH:3]=2)=[C:49]([CH3:50])[CH:48]=[C:47]([CH3:51])[N:46]=1. The catalyst is O.ClCCl.C(N(CC)CC)C. (2) The catalyst is [Pd].CO. The reactants are [ClH:1].C([N:9]1[C:13]2([CH2:17][CH2:16][N:15]([C:18]3[CH:19]=[N:20][CH:21]=[CH:22][CH:23]=3)[CH2:14]2)[CH2:12][CH2:11][CH2:10]1)C1C=CC=CC=1. The yield is 0.882. The product is [ClH:1].[ClH:1].[N:20]1[CH:21]=[CH:22][CH:23]=[C:18]([N:15]2[CH2:16][CH2:17][C:13]3([NH:9][CH2:10][CH2:11][CH2:12]3)[CH2:14]2)[CH:19]=1.